Predict the reactants needed to synthesize the given product. From a dataset of Full USPTO retrosynthesis dataset with 1.9M reactions from patents (1976-2016). (1) The reactants are: Br[C:2]1[N:10]=[CH:9][N:8]=[C:7]2[C:3]=1[N:4]=[CH:5][NH:6]2.[NH2:11][CH:12]([C:14]1[C:19]([C:20]2[CH:25]=[CH:24][CH:23]=[C:22]([F:26])[CH:21]=2)=[C:18]([NH:27][C:28](=[O:30])[CH3:29])[C:17]([CH3:31])=[C:16]([Cl:32])[CH:15]=1)[CH3:13].C(N(CC)C(C)C)(C)C. Given the product [Cl:32][C:16]1[CH:15]=[C:14]([CH:12]([NH:11][C:2]2[N:10]=[CH:9][N:8]=[C:7]3[C:3]=2[N:4]=[CH:5][NH:6]3)[CH3:13])[C:19]([C:20]2[CH:25]=[CH:24][CH:23]=[C:22]([F:26])[CH:21]=2)=[C:18]([NH:27][C:28](=[O:30])[CH3:29])[C:17]=1[CH3:31], predict the reactants needed to synthesize it. (2) Given the product [Cl:1][C:2]1[N:11]=[C:10]([N:14]2[CH2:19][CH2:18][O:17][CH2:16][CH2:15]2)[C:9]2[C:4](=[CH:5][CH:6]=[C:7]([Br:13])[CH:8]=2)[N:3]=1, predict the reactants needed to synthesize it. The reactants are: [Cl:1][C:2]1[N:11]=[C:10](Cl)[C:9]2[C:4](=[CH:5][CH:6]=[C:7]([Br:13])[CH:8]=2)[N:3]=1.[NH:14]1[CH2:19][CH2:18][O:17][CH2:16][CH2:15]1. (3) The reactants are: [CH3:1][N:2]([S:15]([C:18]1[S:19][CH:20]=[CH:21][CH:22]=1)(=[O:17])=[O:16])[C:3]1[CH:4]=[CH:5][CH:6]=[C:7]2[C:11]=1[NH:10][C:9]([C:12](O)=[O:13])=[CH:8]2.Cl.[C:24]([S:43][CH2:44][CH2:45][NH2:46])([C:37]1[CH:42]=[CH:41][CH:40]=[CH:39][CH:38]=1)([C:31]1[CH:36]=[CH:35][CH:34]=[CH:33][CH:32]=1)[C:25]1[CH:30]=[CH:29][CH:28]=[CH:27][CH:26]=1.N1(O)C2C=CC=CC=2N=N1.Cl.CN(C)CCCN=C=NCC. Given the product [CH3:1][N:2]([S:15]([C:18]1[S:19][CH:20]=[CH:21][CH:22]=1)(=[O:17])=[O:16])[C:3]1[CH:4]=[CH:5][CH:6]=[C:7]2[C:11]=1[NH:10][C:9]([C:12]([NH:46][CH2:45][CH2:44][S:43][C:24]([C:31]1[CH:36]=[CH:35][CH:34]=[CH:33][CH:32]=1)([C:25]1[CH:26]=[CH:27][CH:28]=[CH:29][CH:30]=1)[C:37]1[CH:42]=[CH:41][CH:40]=[CH:39][CH:38]=1)=[O:13])=[CH:8]2, predict the reactants needed to synthesize it. (4) Given the product [CH:25]([C:14]1[CH:15]=[CH:16][CH:17]=[C:18]2[C:13]=1[N:12]=[C:11]([C:8]1([C:5]3[CH:6]=[CH:7][C:2]([Cl:1])=[CH:3][CH:4]=3)[CH2:9][CH2:10]1)[C:20]([OH:21])=[C:19]2[C:22]([OH:24])=[O:23])([CH2:27][CH3:28])[CH3:26], predict the reactants needed to synthesize it. The reactants are: [Cl:1][C:2]1[CH:7]=[CH:6][C:5]([C:8]2([C:11]3[C:20]([OH:21])=[C:19]([C:22]([OH:24])=[O:23])[C:18]4[C:13](=[C:14]([CH2:25][CH3:26])[CH:15]=[CH:16][CH:17]=4)[N:12]=3)[CH2:10][CH2:9]2)=[CH:4][CH:3]=1.[C:27](OCC(C1(C2C=CC(Cl)=CC=2)CC1)=O)(=O)[CH3:28]. (5) Given the product [Br:10][C:11]1[C:12]([NH:18][C@@H:19]([C:29]2[CH:31]=[CH:3][CH:2]=[CH:7][CH:30]=2)[CH2:20][NH:21][C:22](=[O:28])[O:23][C:24]([CH3:25])([CH3:26])[CH3:27])=[N:13][C:14]([Cl:17])=[N:15][CH:16]=1, predict the reactants needed to synthesize it. The reactants are: Br[C:2]1[C:3](Cl)=NC(Cl)=N[CH:7]=1.[Br:10][C:11]1[C:12]([NH:18][CH:19]([CH:29]([CH3:31])[CH3:30])[CH2:20][NH:21][C:22](=[O:28])[O:23][C:24]([CH3:27])([CH3:26])[CH3:25])=[N:13][C:14]([Cl:17])=[N:15][CH:16]=1. (6) Given the product [ClH:13].[Cl:13][C:14]1[CH:33]=[CH:32][C:17]([NH:18][C:19]2[C:28]3[C:23](=[CH:24][C:25]([O:31][CH2:40][C:37]4[CH:38]=[CH:39][S:35][CH:36]=4)=[C:26]([O:29][CH3:30])[CH:27]=3)[N:22]=[CH:21][N:20]=2)=[C:16]([F:34])[CH:15]=1, predict the reactants needed to synthesize it. The reactants are: N(C(OCC)=O)=NC(OCC)=O.[Cl:13][C:14]1[CH:33]=[CH:32][C:17]([NH:18][C:19]2[C:28]3[C:23](=[CH:24][C:25]([OH:31])=[C:26]([O:29][CH3:30])[CH:27]=3)[N:22]=[CH:21][N:20]=2)=[C:16]([F:34])[CH:15]=1.[S:35]1[CH:39]=[CH:38][C:37]([CH2:40]O)=[CH:36]1.C1(P(C2C=CC=CC=2)C2C=CC=CC=2)C=CC=CC=1.